Predict the reactants needed to synthesize the given product. From a dataset of Full USPTO retrosynthesis dataset with 1.9M reactions from patents (1976-2016). (1) Given the product [CH2:1]([S:3]([C:4]1[CH:11]=[CH:10][C:7]([CH:8]=[O:9])=[CH:6][CH:5]=1)(=[O:20])=[O:23])[CH3:2], predict the reactants needed to synthesize it. The reactants are: [CH2:1]([S:3][C:4]1[CH:11]=[CH:10][C:7]([CH:8]=[O:9])=[CH:6][CH:5]=1)[CH3:2].C1C=C(Cl)C=C(C(OO)=[O:20])C=1.[OH-:23].[Na+]. (2) The reactants are: Cl[C:2]1[N:7]=[C:6]([C:8]2[S:12][C:11]3[C:13]([C:17]4[CH:22]=[C:21]([F:23])[N:20]=[CH:19][C:18]=4[CH2:24][N:25]([CH3:27])[CH3:26])=[CH:14][CH:15]=[CH:16][C:10]=3[CH:9]=2)[C:5]([F:28])=[CH:4][N:3]=1.C(N(CC)CC)C.[NH2:36][CH2:37][CH2:38][N:39]1[CH2:43][CH2:42][NH:41][C:40]1=[O:44]. Given the product [CH3:26][N:25]([CH2:24][C:18]1[C:17]([C:13]2[C:11]3[S:12][C:8]([C:6]4[C:5]([F:28])=[CH:4][N:3]=[C:2]([NH:36][CH2:37][CH2:38][N:39]5[CH2:43][CH2:42][NH:41][C:40]5=[O:44])[N:7]=4)=[CH:9][C:10]=3[CH:16]=[CH:15][CH:14]=2)=[CH:22][C:21]([F:23])=[N:20][CH:19]=1)[CH3:27], predict the reactants needed to synthesize it.